From a dataset of Reaction yield outcomes from USPTO patents with 853,638 reactions. Predict the reaction yield, written as a fraction of the theoretical maximum amount of product (1.0 means a 100% yield; for example, 0.34 means a 34% yield). (1) The reactants are Cl.[N:2]1[CH:7]=[CH:6][CH:5]=[CH:4][C:3]=1[C:8]1[CH2:9][CH2:10][NH:11][CH2:12][CH:13]=1.C=O.[F:16][C:17]1[CH:25]=[CH:24][C:20]([C:21]([NH2:23])=[O:22])=[CH:19][C:18]=1[CH3:26].[C:27](=O)([O-])[O-].[K+].[K+]. The catalyst is C(O)C. The product is [N:2]1[CH:7]=[CH:6][CH:5]=[CH:4][C:3]=1[C:8]1[CH2:9][CH2:10][N:11]([CH2:27][NH:23][C:21](=[O:22])[C:20]2[CH:24]=[CH:25][C:17]([F:16])=[C:18]([CH3:26])[CH:19]=2)[CH2:12][CH:13]=1. The yield is 0.280. (2) The reactants are [CH3:1][C:2]1[O:6][N:5]=[C:4]([C:7]2[CH:12]=[CH:11][CH:10]=[CH:9][CH:8]=2)[C:3]=1[C:13]([NH:15][NH2:16])=[O:14].[NH:17]1[C:25]2[C:20](=[CH:21][C:22]([C:26](O)=O)=[CH:23][CH:24]=2)[CH:19]=[CH:18]1. No catalyst specified. The product is [CH3:1][C:2]1[O:6][N:5]=[C:4]([C:7]2[CH:12]=[CH:11][CH:10]=[CH:9][CH:8]=2)[C:3]=1[C:13]1[O:14][C:26]([C:22]2[CH:21]=[C:20]3[C:25](=[CH:24][CH:23]=2)[NH:17][CH:18]=[CH:19]3)=[N:16][N:15]=1. The yield is 0.550. (3) The reactants are CC1C=CC(S(O[CH2:12][CH:13]([OH:26])[C:14]2[CH:15]=[N:16][C:17]([O:20][CH2:21][C:22]([F:25])([F:24])[F:23])=[CH:18][CH:19]=2)(=O)=O)=CC=1.C(=O)([O-])[O-].[K+].[K+]. The catalyst is CO. The product is [O:26]1[CH2:12][CH:13]1[C:14]1[CH:19]=[CH:18][C:17]([O:20][CH2:21][C:22]([F:23])([F:24])[F:25])=[N:16][CH:15]=1. The yield is 0.950. (4) The reactants are Br[C:2]1[C:3]([CH3:12])=[N:4][C:5]([O:10][CH3:11])=[C:6]([CH2:8][CH3:9])[CH:7]=1.C(=O)([O-])[O-].[K+].[K+].[OH-].[Na+].[NH:21]1[CH:25]=[CH:24][CH:23]=[CH:22]1. The catalyst is [Cu](I)I. The product is [CH2:8]([C:6]1[C:5]([O:10][CH3:11])=[N:4][C:3]([CH3:12])=[C:2]([N:21]2[CH:25]=[CH:24][CH:23]=[CH:22]2)[CH:7]=1)[CH3:9]. The yield is 0.180.